This data is from Reaction yield outcomes from USPTO patents with 853,638 reactions. The task is: Predict the reaction yield, written as a fraction of the theoretical maximum amount of product (1.0 means a 100% yield; for example, 0.34 means a 34% yield). (1) The reactants are [C:1]([C:3]1[CH:11]=[C:7]([C:8]([OH:10])=O)[C:6]([OH:12])=[CH:5][CH:4]=1)#[N:2].[F:13][C:14]([F:27])([F:26])[C:15]1[CH:16]=[C:17]([CH:19]=[C:20]([C:22]([F:25])([F:24])[F:23])[CH:21]=1)[NH2:18]. No catalyst specified. The product is [F:13][C:14]([F:26])([F:27])[C:15]1[CH:16]=[C:17]([NH:18][C:8](=[O:10])[C:7]2[CH:11]=[C:3]([C:1]#[N:2])[CH:4]=[CH:5][C:6]=2[OH:12])[CH:19]=[C:20]([C:22]([F:23])([F:25])[F:24])[CH:21]=1. The yield is 0.166. (2) The reactants are [Br:1][C:2]1[C:3]([N:23]2[CH2:28][CH2:27][CH2:26][C@@H:25]([NH:29]C(=O)OC(C)(C)C)[CH2:24]2)=[C:4]2[C:10]([NH:11][C:12](=[O:22])[C:13]3[CH:18]=[CH:17][C:16]([O:19][CH3:20])=[C:15]([F:21])[CH:14]=3)=[CH:9][NH:8][C:5]2=[N:6][CH:7]=1.C(O)(C(F)(F)F)=O.[ClH:44]. The catalyst is C(Cl)Cl.CCOCC. The product is [ClH:44].[NH2:29][C@@H:25]1[CH2:26][CH2:27][CH2:28][N:23]([C:3]2[C:2]([Br:1])=[CH:7][N:6]=[C:5]3[NH:8][CH:9]=[C:10]([NH:11][C:12](=[O:22])[C:13]4[CH:18]=[CH:17][C:16]([O:19][CH3:20])=[C:15]([F:21])[CH:14]=4)[C:4]=23)[CH2:24]1. The yield is 0.630. (3) The reactants are OC(C(F)(F)F)=O.[C:8]1(=[O:19])[C:13]2([CH2:18][CH2:17][NH:16][CH2:15][CH2:14]2)[CH2:12][CH2:11][CH2:10][NH:9]1.Cl[C:21]1[CH:30]=[N:29][C:28]2[C:23](=[CH:24][CH:25]=[CH:26][CH:27]=2)[N:22]=1.CCN(C(C)C)C(C)C. The catalyst is CN(C1C=CN=CC=1)C.C(O)C. The product is [N:22]1[C:23]2[C:28](=[CH:27][CH:26]=[CH:25][CH:24]=2)[N:29]=[CH:30][C:21]=1[N:16]1[CH2:17][CH2:18][C:13]2([C:8](=[O:19])[NH:9][CH2:10][CH2:11][CH2:12]2)[CH2:14][CH2:15]1. The yield is 0.770. (4) The catalyst is CO.C(Cl)Cl. The yield is 0.990. The reactants are C[O:2][C:3](=[O:44])[CH2:4][C@H:5]([OH:43])[CH2:6][C@H:7]([OH:42])[CH:8]=[CH:9][C:10]1[N:11]([CH:39]([CH3:41])[CH3:40])[C:12]([C:28](=[O:38])[NH:29][CH2:30][C:31]2[CH:36]=[CH:35][C:34]([F:37])=[CH:33][CH:32]=2)=[C:13]([C:22]2[CH:27]=[CH:26][CH:25]=[CH:24][CH:23]=2)[C:14]=1[C:15]1[CH:20]=[CH:19][C:18]([F:21])=[CH:17][CH:16]=1.C(O)C.O.[OH-].[Na+:50]. The product is [Na+:50].[F:37][C:34]1[CH:33]=[CH:32][C:31]([CH2:30][NH:29][C:28]([C:12]2[N:11]([CH:39]([CH3:40])[CH3:41])[C:10]([CH:9]=[CH:8][C@@H:7]([OH:42])[CH2:6][C@@H:5]([OH:43])[CH2:4][C:3]([O-:44])=[O:2])=[C:14]([C:15]3[CH:20]=[CH:19][C:18]([F:21])=[CH:17][CH:16]=3)[C:13]=2[C:22]2[CH:27]=[CH:26][CH:25]=[CH:24][CH:23]=2)=[O:38])=[CH:36][CH:35]=1. (5) The reactants are C1(P(N=[N+]=[N-])(C2C=CC=CC=2)=[O:8])C=CC=CC=1.[O:18]1[CH:22]=[CH:21][C:20](C(O)=O)=[CH:19]1.C([N:28]([CH2:31]C)CC)C.[CH3:33][C:34]([OH:37])([CH3:36])[CH3:35]. The catalyst is C1(C)C=CC=CC=1.C(Cl)Cl. The product is [O:18]1[CH:22]=[CH:21][C:20]([NH:28][C:31](=[O:8])[O:37][C:34]([CH3:36])([CH3:35])[CH3:33])=[CH:19]1. The yield is 0.600. (6) The reactants are [C:1]([CH2:3][C:4]([O:6][CH3:7])=[O:5])#[N:2].C(N(C(C)C)CC)(C)C.Br[CH:18]([CH3:28])[C:19]([C:21]1[CH:26]=[CH:25][CH:24]=[CH:23][C:22]=1[F:27])=[O:20]. The catalyst is O1CCCC1. The product is [C:1]([CH:3]([CH:18]([CH3:28])[C:19]([C:21]1[CH:26]=[CH:25][CH:24]=[CH:23][C:22]=1[F:27])=[O:20])[C:4]([O:6][CH3:7])=[O:5])#[N:2]. The yield is 0.800. (7) The reactants are [F:1][C:2]1[CH:3]=[C:4]([CH:14]([NH:16][C:17]([C:19]2[N:20]=[C:21](Cl)[O:22][CH:23]=2)=[O:18])[CH3:15])[CH:5]=[C:6]([F:13])[C:7]=1[NH:8][S:9]([CH3:12])(=[O:11])=[O:10].[F:25][C:26]([F:39])([F:38])[C:27]1[CH:28]=[C:29]([OH:37])[CH:30]=[C:31]([C:33]([F:36])([F:35])[F:34])[CH:32]=1. No catalyst specified. The product is [F:1][C:2]1[CH:3]=[C:4]([CH:14]([NH:16][C:17]([C:19]2[N:20]=[C:21]([O:37][C:29]3[CH:30]=[C:31]([C:33]([F:34])([F:35])[F:36])[CH:32]=[C:27]([C:26]([F:25])([F:38])[F:39])[CH:28]=3)[O:22][CH:23]=2)=[O:18])[CH3:15])[CH:5]=[C:6]([F:13])[C:7]=1[NH:8][S:9]([CH3:12])(=[O:11])=[O:10]. The yield is 0.650.